This data is from Full USPTO retrosynthesis dataset with 1.9M reactions from patents (1976-2016). The task is: Predict the reactants needed to synthesize the given product. Given the product [NH2:21][C:19]1[N:18]=[C:17]([N:22]([CH3:29])[C:23]2[CH:24]=[CH:25][CH:26]=[CH:27][CH:28]=2)[N:16]=[C:15]([C:12]2[N:11]=[C:10]([C:7]3[S:6][C:5]([C:3]([OH:4])=[O:2])=[CH:9][CH:8]=3)[O:14][N:13]=2)[N:20]=1, predict the reactants needed to synthesize it. The reactants are: C[O:2][C:3]([C:5]1[S:6][C:7]([C:10]2[O:14][N:13]=[C:12]([C:15]3[N:20]=[C:19]([NH2:21])[N:18]=[C:17]([N:22]([CH3:29])[C:23]4[CH:28]=[CH:27][CH:26]=[CH:25][CH:24]=4)[N:16]=3)[N:11]=2)=[CH:8][CH:9]=1)=[O:4].[OH-].[Na+].Cl.